Dataset: Forward reaction prediction with 1.9M reactions from USPTO patents (1976-2016). Task: Predict the product of the given reaction. (1) Given the reactants Cl[C:2]1[C:7]([O:8][C:9]2[CH:14]=[CH:13][CH:12]=[CH:11][C:10]=2[O:15][CH3:16])=[C:6]([Cl:17])[N:5]=[C:4]([C:18]2[CH:23]=[CH:22][N:21]=[CH:20][CH:19]=2)[N:3]=1.[K].[N:25]1[CH:30]=[CH:29][CH:28]=[CH:27][C:26]=1[CH2:31][CH2:32][S:33]([NH2:36])(=[O:35])=[O:34].C(N(CC)CC)C, predict the reaction product. The product is: [Cl:17][C:6]1[N:5]=[C:4]([C:18]2[CH:23]=[CH:22][N:21]=[CH:20][CH:19]=2)[N:3]=[C:2]([NH:36][S:33]([CH2:32][CH2:31][C:26]2[CH:27]=[CH:28][CH:29]=[CH:30][N:25]=2)(=[O:35])=[O:34])[C:7]=1[O:8][C:9]1[CH:14]=[CH:13][CH:12]=[CH:11][C:10]=1[O:15][CH3:16]. (2) Given the reactants [CH:1]1[C:6]([I:7])=[C:5]([I:8])[C:4]([C:9]([OH:11])=[O:10])=[CH:3][C:2]=1[I:12].C1CCCCC1, predict the reaction product. The product is: [CH:1]1[C:6]([I:7])=[C:5]([I:8])[C:4]([C:9]([OH:11])=[O:10])=[CH:3][C:2]=1[I:12].